The task is: Predict which catalyst facilitates the given reaction.. This data is from Catalyst prediction with 721,799 reactions and 888 catalyst types from USPTO. Reactant: [Br:1][C:2]1[CH:7]=[CH:6][C:5](/[CH:8]=[CH:9]\[C:10]2[CH:15]=[CH:14][C:13]([Br:16])=[CH:12][C:11]=2I)=[C:4](I)[CH:3]=1.[Li].CN(CCN(C)C)C.[CH3:28][Sn:29](Cl)(Cl)[CH3:30]. Product: [Br:1][C:2]1[CH:7]=[CH:6][C:5]2[CH:8]=[CH:9][C:10]3[CH:15]=[CH:14][C:13]([Br:16])=[CH:12][C:11]=3[Sn:29]([CH3:30])([CH3:28])[C:4]=2[CH:3]=1. The catalyst class is: 385.